Dataset: Catalyst prediction with 721,799 reactions and 888 catalyst types from USPTO. Task: Predict which catalyst facilitates the given reaction. Reactant: Br[CH2:2][C:3]1[CH:8]=[CH:7][C:6]([C:9]([OH:18])([C:14]([F:17])([F:16])[F:15])[C:10]([F:13])([F:12])[F:11])=[CH:5][CH:4]=1.[Br:19][C:20]1[CH:21]=[C:22]([SH:26])[CH:23]=[CH:24][CH:25]=1. Product: [Br:19][C:20]1[CH:21]=[C:22]([S:26][CH2:2][C:3]2[CH:4]=[CH:5][C:6]([C:9]([OH:18])([C:10]([F:11])([F:12])[F:13])[C:14]([F:15])([F:16])[F:17])=[CH:7][CH:8]=2)[CH:23]=[CH:24][CH:25]=1. The catalyst class is: 1.